From a dataset of Forward reaction prediction with 1.9M reactions from USPTO patents (1976-2016). Predict the product of the given reaction. (1) Given the reactants C[C:2]([C@H:4]([C@H:6]([C@@H:8]([C@@H:10]([CH2:12][OH:13])[OH:11])[OH:9])[OH:7])[OH:5])=[O:3].[C:14](Cl)([C:27]1[CH:32]=[CH:31][CH:30]=[CH:29][CH:28]=1)([C:21]1[CH:26]=[CH:25][CH:24]=[CH:23][CH:22]=1)[C:15]1[CH:20]=[CH:19][CH:18]=[CH:17][CH:16]=1.N1C=CC=C[CH:35]=1, predict the reaction product. The product is: [CH3:35][O:13][CH:12]1[O:5][C@H:4]([CH2:2][O:3][C:14]([C:27]2[CH:32]=[CH:31][CH:30]=[CH:29][CH:28]=2)([C:21]2[CH:26]=[CH:25][CH:24]=[CH:23][CH:22]=2)[C:15]2[CH:20]=[CH:19][CH:18]=[CH:17][CH:16]=2)[C@@H:6]([OH:7])[C@H:8]([OH:9])[C@@H:10]1[OH:11]. (2) Given the reactants [CH3:1][C:2]1[C:3]([NH:15][CH:16]2[CH2:30][CH:19]3[CH2:20][N:21](C(OC(C)(C)C)=O)[CH2:22][CH:18]3[CH2:17]2)=[N:4][C:5]([NH:8][C:9]2[CH:10]=[N:11][N:12]([CH3:14])[CH:13]=2)=[N:6][CH:7]=1.Cl.CCOC(C)=O, predict the reaction product. The product is: [CH3:1][C:2]1[C:3]([NH:15][CH:16]2[CH2:30][CH:19]3[CH2:20][NH:21][CH2:22][CH:18]3[CH2:17]2)=[N:4][C:5]([NH:8][C:9]2[CH:10]=[N:11][N:12]([CH3:14])[CH:13]=2)=[N:6][CH:7]=1. (3) Given the reactants [CH3:1][C:2]([CH3:5])([O-:4])[CH3:3].[K+].Cl[C:8]1[CH:13]=[C:12]([Cl:14])[CH:11]=[CH:10][C:9]=1[N+:15]([O-:17])=[O:16].[OH2:18], predict the reaction product. The product is: [Cl:14][C:12]1[CH:11]=[CH:10][C:9]([N+:15]([O-:17])=[O:16])=[C:8]([CH:13]=1)[O:18][CH2:1][C:2]1([CH3:5])[CH2:3][O:4][C:2]([CH3:3])([CH3:1])[O:4]1. (4) Given the reactants C[Si](C)(C)CC[O:5][C:6](=[O:29])[CH2:7][C@@H:8]([CH3:28])[CH2:9][C:10]([N:12]1[C:20]2[C:15](=[CH:16][CH:17]=[C:18]([Cl:21])[CH:19]=2)[CH:14]=[C:13]1[CH2:22][CH2:23][CH2:24][CH2:25][CH2:26][CH3:27])=[O:11].FC(F)(F)C(O)=O.O.C(OCC)(=O)C, predict the reaction product. The product is: [Cl:21][C:18]1[CH:19]=[C:20]2[C:15]([CH:14]=[C:13]([CH2:22][CH2:23][CH2:24][CH2:25][CH2:26][CH3:27])[N:12]2[C:10](=[O:11])[CH2:9][C@H:8]([CH3:28])[CH2:7][C:6]([OH:29])=[O:5])=[CH:16][CH:17]=1. (5) Given the reactants Cl[C:2]1[O:6][N:5]=[C:4]([C:7]2[CH:12]=[CH:11][CH:10]=[CH:9][CH:8]=2)[C:3]=1[C:13]1[O:17][C:16]([C:18]2[CH:23]=[CH:22][C:21]([N:24]3[CH2:29][CH2:28][O:27][CH2:26][CH2:25]3)=[CH:20][C:19]=2[O:30][CH3:31])=[N:15][N:14]=1.[C-:32]#[N:33].[Na+].O, predict the reaction product. The product is: [CH3:31][O:30][C:19]1[CH:20]=[C:21]([N:24]2[CH2:29][CH2:28][O:27][CH2:26][CH2:25]2)[CH:22]=[CH:23][C:18]=1[C:16]1[O:17][C:13]([C:3]2[C:4]([C:7]3[CH:12]=[CH:11][CH:10]=[CH:9][CH:8]=3)=[N:5][O:6][C:2]=2[C:32]#[N:33])=[N:14][N:15]=1. (6) Given the reactants [C:1]([CH:3]1[CH2:6][N:5]([C:7](=[O:44])[C@H:8]([NH:12][C:13]([C:15]2[C:23]3[C:18](=[N:19][CH:20]=[C:21]([C:24]4[N:25]=[C:26]([CH3:35])[N:27]([C:29]5[CH:34]=[CH:33][CH:32]=[CH:31][CH:30]=5)[CH:28]=4)[N:22]=3)[N:17](COCC[Si](C)(C)C)[CH:16]=2)=[O:14])[CH:9]2[CH2:11][CH2:10]2)[CH2:4]1)#[N:2].FC(F)(F)C(O)=O, predict the reaction product. The product is: [C:1]([CH:3]1[CH2:4][N:5]([C:7](=[O:44])[C@H:8]([NH:12][C:13]([C:15]2[C:23]3[C:18](=[N:19][CH:20]=[C:21]([C:24]4[N:25]=[C:26]([CH3:35])[N:27]([C:29]5[CH:34]=[CH:33][CH:32]=[CH:31][CH:30]=5)[CH:28]=4)[N:22]=3)[NH:17][CH:16]=2)=[O:14])[CH:9]2[CH2:10][CH2:11]2)[CH2:6]1)#[N:2]. (7) Given the reactants F[C:2]1[CH:3]=[C:4]([CH:24]=[C:25]([C:27]([F:30])([F:29])[F:28])[CH:26]=1)[C:5]([N:7]([C:9]1[CH:10]=[N:11][CH:12]=[CH:13][C:14]=1[C:15]1[CH:20]=[CH:19][C:18]([F:21])=[CH:17][C:16]=1[O:22][CH3:23])[CH3:8])=[O:6].[N:31]1([S:37](C2C=C(C=C(C(F)(F)F)C=2)C(O)=O)(=[O:39])=[O:38])[CH2:36][CH2:35][O:34][CH2:33][CH2:32]1, predict the reaction product. The product is: [F:21][C:18]1[CH:19]=[CH:20][C:15]([C:14]2[CH:13]=[CH:12][N:11]=[CH:10][C:9]=2[N:7]([CH3:8])[C:5](=[O:6])[C:4]2[CH:24]=[C:25]([C:27]([F:28])([F:30])[F:29])[CH:26]=[C:2]([S:37]([N:31]3[CH2:36][CH2:35][O:34][CH2:33][CH2:32]3)(=[O:39])=[O:38])[CH:3]=2)=[C:16]([O:22][CH3:23])[CH:17]=1. (8) Given the reactants [CH2:1]([S:5][C:6]([C:8]1([C:11](=[O:14])[CH2:12]Br)[CH2:10][CH2:9]1)=[O:7])[CH2:2][CH2:3][CH3:4].[CH3:15][O:16][P:17]([O:20]C)[O:18][CH3:19], predict the reaction product. The product is: [CH2:1]([S:5][C:6]([C:8]1([C:11](=[O:14])[CH2:12][P:17]([O:18][CH3:19])([O:16][CH3:15])=[O:20])[CH2:10][CH2:9]1)=[O:7])[CH2:2][CH2:3][CH3:4]. (9) Given the reactants I[C:2]1[CH:7]=[CH:6][C:5]([C:8]2[CH:13]=[CH:12][CH:11]=[CH:10][C:9]=2[C:14]#[N:15])=[CH:4][CH:3]=1.C(N(CC)CC)C.[BH3:23].[OH:24][C:25]([C:28]([OH:31])([CH3:30])[CH3:29])([CH3:27])[CH3:26], predict the reaction product. The product is: [CH3:26][C:25]1([CH3:27])[C:28]([CH3:30])([CH3:29])[O:31][B:23]([C:2]2[CH:7]=[CH:6][C:5]([C:8]3[CH:13]=[CH:12][CH:11]=[CH:10][C:9]=3[C:14]#[N:15])=[CH:4][CH:3]=2)[O:24]1.